Dataset: Full USPTO retrosynthesis dataset with 1.9M reactions from patents (1976-2016). Task: Predict the reactants needed to synthesize the given product. (1) Given the product [Cl:18][C:19]1[C:24]([C:2]2[CH:3]=[C:4]([CH:16]=[O:17])[S:5][C:6]=2[S:7]([C:10]2[CH:11]=[N:12][CH:13]=[CH:14][CH:15]=2)(=[O:9])=[O:8])=[CH:23][CH:22]=[CH:21][N:20]=1, predict the reactants needed to synthesize it. The reactants are: Br[C:2]1[CH:3]=[C:4]([CH:16]=[O:17])[S:5][C:6]=1[S:7]([C:10]1[CH:11]=[N:12][CH:13]=[CH:14][CH:15]=1)(=[O:9])=[O:8].[Cl:18][C:19]1[C:24](B(O)O)=[CH:23][CH:22]=[CH:21][N:20]=1.C(=O)([O-])[O-].[Na+].[Na+].COCCOC. (2) The reactants are: [Br:1][C:2]1[CH:3]=[C:4]2[C:9](=[CH:10][CH:11]=1)[N:8]=[CH:7][C:6]([C:12]([CH:14]1[CH2:16][CH2:15]1)=[O:13])=[C:5]2Cl.[NH:18]1[CH2:23][CH2:22][CH:21]([CH2:24][N:25]2[CH2:30][CH2:29][O:28][CH2:27][CH2:26]2)[CH2:20][CH2:19]1. Given the product [Br:1][C:2]1[CH:3]=[C:4]2[C:9](=[CH:10][CH:11]=1)[N:8]=[CH:7][C:6]([C:12]([CH:14]1[CH2:16][CH2:15]1)=[O:13])=[C:5]2[N:18]1[CH2:23][CH2:22][CH:21]([CH2:24][N:25]2[CH2:30][CH2:29][O:28][CH2:27][CH2:26]2)[CH2:20][CH2:19]1, predict the reactants needed to synthesize it. (3) Given the product [CH2:1]([O:3][C:4](=[O:38])[CH:5]([C:13]1[N:14]([CH3:40])[C:15]2[C:20]([C:21]=1[S:22][C:23]([CH3:26])([CH3:25])[CH3:24])=[CH:19][C:18]([S:27][C:28]1[CH:37]=[CH:36][C:35]3[C:30](=[CH:31][CH:32]=[CH:33][CH:34]=3)[N:29]=1)=[CH:17][CH:16]=2)[CH2:6][C:7]1[CH:8]=[CH:9][CH:10]=[CH:11][CH:12]=1)[CH3:2], predict the reactants needed to synthesize it. The reactants are: [CH2:1]([O:3][C:4](=[O:38])[CH:5]([C:13]1[NH:14][C:15]2[C:20]([C:21]=1[S:22][C:23]([CH3:26])([CH3:25])[CH3:24])=[CH:19][C:18]([S:27][C:28]1[CH:37]=[CH:36][C:35]3[C:30](=[CH:31][CH:32]=[CH:33][CH:34]=3)[N:29]=1)=[CH:17][CH:16]=2)[CH2:6][C:7]1[CH:12]=[CH:11][CH:10]=[CH:9][CH:8]=1)[CH3:2].I[CH3:40]. (4) Given the product [CH3:17][C:4]([CH3:18])([CH2:5][CH2:6][CH2:7][CH2:8][CH2:9][CH2:10][C:11]1[CH:12]=[CH:13][CH:14]=[CH:15][CH:16]=1)[C:3]([OH:19])=[O:2], predict the reactants needed to synthesize it. The reactants are: C[O:2][C:3](=[O:19])[C:4]([CH3:18])([CH3:17])[CH2:5][CH2:6][CH2:7][CH2:8][CH2:9][CH2:10][C:11]1[CH:16]=[CH:15][CH:14]=[CH:13][CH:12]=1. (5) Given the product [F:40][C:37]1[CH:38]=[CH:39][C:34]([CH2:33][C:32]([C:26]2[CH:27]=[C:28]([O:31][CH:23]3[CH2:22][CH2:21][CH2:20][CH2:19][O:18]3)[CH:29]=[CH:30][C:25]=2[OH:24])=[O:41])=[CH:35][CH:36]=1, predict the reactants needed to synthesize it. The reactants are: C1(C)C=CC(S([O-])(=O)=O)=CC=1.[NH+]1C=CC=CC=1.[O:18]1[CH:23]=[CH:22][CH2:21][CH2:20][CH2:19]1.[OH:24][C:25]1[CH:30]=[CH:29][C:28]([OH:31])=[CH:27][C:26]=1[C:32](=[O:41])[CH2:33][C:34]1[CH:39]=[CH:38][C:37]([F:40])=[CH:36][CH:35]=1. (6) Given the product [NH2:9][C:10]1[C:11]([Cl:20])=[C:12]([CH:16]=[CH:17][C:18]=1[Cl:19])[C:13]([NH2:6])=[O:14], predict the reactants needed to synthesize it. The reactants are: ClC([N:6](C)C)=C(C)C.[NH2:9][C:10]1[C:11]([Cl:20])=[C:12]([CH:16]=[CH:17][C:18]=1[Cl:19])[C:13](O)=[O:14].N. (7) The reactants are: [NH3:1].OC(C(F)(F)F)=O.OC(C(F)(F)F)=O.[Cl:16][C:17]1[CH:22]=[CH:21][C:20]([CH2:23][CH:24]([C:29]2[N:33]3[C:34](F)=[CH:35][C:36]([C:38]4[CH:43]=[CH:42][N:41]=[C:40]([NH:44][C:45]5[N:46]([CH3:50])[N:47]=[CH:48][CH:49]=5)[N:39]=4)=[CH:37][C:32]3=[N:31][N:30]=2)[CH2:25][C:26]([OH:28])=[O:27])=[CH:19][CH:18]=1.O. Given the product [NH2:1][C:34]1[N:33]2[C:29]([CH:24]([CH2:23][C:20]3[CH:21]=[CH:22][C:17]([Cl:16])=[CH:18][CH:19]=3)[CH2:25][C:26]([OH:28])=[O:27])=[N:30][N:31]=[C:32]2[CH:37]=[C:36]([C:38]2[CH:43]=[CH:42][N:41]=[C:40]([NH:44][C:45]3[N:46]([CH3:50])[N:47]=[CH:48][CH:49]=3)[N:39]=2)[CH:35]=1, predict the reactants needed to synthesize it.